This data is from Peptide-MHC class II binding affinity with 134,281 pairs from IEDB. The task is: Regression. Given a peptide amino acid sequence and an MHC pseudo amino acid sequence, predict their binding affinity value. This is MHC class II binding data. (1) The peptide sequence is AAAAGWQTLSAALDA. The MHC is DRB1_0405 with pseudo-sequence DRB1_0405. The binding affinity (normalized) is 0.737. (2) The peptide sequence is ATTEEQKLIEDINAS. The MHC is DRB1_1201 with pseudo-sequence DRB1_1201. The binding affinity (normalized) is 0.0826. (3) The peptide sequence is WGAIWRIDTPEVLKG. The MHC is DRB1_1602 with pseudo-sequence DRB1_1602. The binding affinity (normalized) is 0.558. (4) The peptide sequence is EVDMTPADAL. The MHC is HLA-DPA10201-DPB10501 with pseudo-sequence HLA-DPA10201-DPB10501. The binding affinity (normalized) is 0. (5) The peptide sequence is KQQVIAELYEKFFRI. The MHC is DRB1_0901 with pseudo-sequence DRB1_0901. The binding affinity (normalized) is 0.417. (6) The peptide sequence is HDIYIVMPVFIIKR. The MHC is HLA-DQA10101-DQB10501 with pseudo-sequence HLA-DQA10101-DQB10501. The binding affinity (normalized) is 0.236.